Dataset: Full USPTO retrosynthesis dataset with 1.9M reactions from patents (1976-2016). Task: Predict the reactants needed to synthesize the given product. (1) Given the product [Cl:1][C:2]1[C:3]([O:12][C:13]2[CH:18]=[C:17]([O:19][CH2:20][CH2:21][O:22][CH3:23])[CH:16]=[CH:15][C:14]=2/[CH:24]=[CH:25]/[C:26]([NH:37][S:34]([CH2:29][CH2:30][CH2:31][CH2:32][CH3:33])(=[O:36])=[O:35])=[O:28])=[N:4][CH:5]=[C:6]([C:8]([F:9])([F:10])[F:11])[CH:7]=1, predict the reactants needed to synthesize it. The reactants are: [Cl:1][C:2]1[C:3]([O:12][C:13]2[CH:18]=[C:17]([O:19][CH2:20][CH2:21][O:22][CH3:23])[CH:16]=[CH:15][C:14]=2/[CH:24]=[CH:25]/[C:26]([OH:28])=O)=[N:4][CH:5]=[C:6]([C:8]([F:11])([F:10])[F:9])[CH:7]=1.[CH2:29]([S:34]([NH2:37])(=[O:36])=[O:35])[CH2:30][CH2:31][CH2:32][CH3:33].N12CCCN=C1CCCCC2. (2) Given the product [CH2:25]([N:21]1[CH2:20][C@@H:19]2[C@@H:23]([CH2:24][C@H:18]2[C:15]2[CH:16]=[CH:17][C:12]([NH:11][S:8]([C:5]3[CH:6]=[CH:7][C:2]([C:33]4[O:34][CH:35]=[CH:36][CH:37]=4)=[CH:3][CH:4]=3)(=[O:10])=[O:9])=[CH:13][CH:14]=2)[CH2:22]1)[CH2:26][CH3:27], predict the reactants needed to synthesize it. The reactants are: Br[C:2]1[CH:7]=[CH:6][C:5]([S:8]([NH:11][C:12]2[CH:17]=[CH:16][C:15]([C@@H:18]3[CH2:24][C@@H:23]4[C@H:19]3[CH2:20][N:21]([CH2:25][CH2:26][CH3:27])[CH2:22]4)=[CH:14][CH:13]=2)(=[O:10])=[O:9])=[CH:4][CH:3]=1.C([Sn](CCCC)(CCCC)[C:33]1[O:34][CH:35]=[CH:36][CH:37]=1)CCC. (3) Given the product [ClH:24].[N:1]12[CH2:9][CH2:8][CH:5]([CH2:6][CH2:7]1)[N:4]([C:10]1[CH:15]=[CH:14][C:13]([NH:16][C:22](=[O:23])[C:21]3[CH:25]=[CH:26][CH:27]=[C:19]([O:18][CH3:17])[CH:20]=3)=[CH:12][CH:11]=1)[CH2:3][CH2:2]2, predict the reactants needed to synthesize it. The reactants are: [N:1]12[CH2:9][CH2:8][CH:5]([CH2:6][CH2:7]1)[N:4]([C:10]1[CH:15]=[CH:14][C:13]([NH2:16])=[CH:12][CH:11]=1)[CH2:3][CH2:2]2.[CH3:17][O:18][C:19]1[CH:20]=[C:21]([CH:25]=[CH:26][CH:27]=1)[C:22]([Cl:24])=[O:23].